This data is from Full USPTO retrosynthesis dataset with 1.9M reactions from patents (1976-2016). The task is: Predict the reactants needed to synthesize the given product. Given the product [CH3:1][C:2]1[C:3]([N:21]2[CH2:26][CH2:25][CH2:24][C@H:23]([C:27]([NH:36][CH2:35][C:34]3[CH:37]=[CH:38][C:31]([CH3:30])=[CH:32][CH:33]=3)=[O:29])[CH2:22]2)=[N:4][C:5]([NH:8][C:9]2[CH:14]=[C:13]([O:15][CH3:16])[C:12]([O:17][CH3:18])=[C:11]([O:19][CH3:20])[CH:10]=2)=[N:6][CH:7]=1, predict the reactants needed to synthesize it. The reactants are: [CH3:1][C:2]1[C:3]([N:21]2[CH2:26][CH2:25][CH2:24][CH:23]([C:27]([OH:29])=O)[CH2:22]2)=[N:4][C:5]([NH:8][C:9]2[CH:14]=[C:13]([O:15][CH3:16])[C:12]([O:17][CH3:18])=[C:11]([O:19][CH3:20])[CH:10]=2)=[N:6][CH:7]=1.[CH3:30][C:31]1[CH:38]=[CH:37][C:34]([CH2:35][NH2:36])=[CH:33][CH:32]=1.CN(C(ON1N=NC2C=CC=NC1=2)=[N+](C)C)C.F[P-](F)(F)(F)(F)F.